This data is from Reaction yield outcomes from USPTO patents with 853,638 reactions. The task is: Predict the reaction yield, written as a fraction of the theoretical maximum amount of product (1.0 means a 100% yield; for example, 0.34 means a 34% yield). (1) The reactants are [C:1]([N:4]1[CH2:8][C@H:7]([NH:9][S:10]([C:13]2[CH:18]=[CH:17][C:16]([O:19][CH2:20][C:21]3[C:30]4[C:25](=[CH:26][CH:27]=[CH:28][CH:29]=4)[N:24]=[C:23]([CH3:31])[CH:22]=3)=[CH:15][CH:14]=2)(=[O:12])=[O:11])[C@H:6]([C:32]([O:34]C(C)(C)C)=[O:33])[CH2:5]1)(=[O:3])[CH3:2].FC(F)(F)C(O)=O. No catalyst specified. The product is [C:1]([N:4]1[CH2:8][C@H:7]([NH:9][S:10]([C:13]2[CH:14]=[CH:15][C:16]([O:19][CH2:20][C:21]3[C:30]4[C:25](=[CH:26][CH:27]=[CH:28][CH:29]=4)[N:24]=[C:23]([CH3:31])[CH:22]=3)=[CH:17][CH:18]=2)(=[O:12])=[O:11])[C@H:6]([C:32]([OH:34])=[O:33])[CH2:5]1)(=[O:3])[CH3:2]. The yield is 1.00. (2) The reactants are [N:1]1[CH:6]=[CH:5][C:4]([CH2:7][CH2:8][C:9]2[C:17]3[C:12](=[CH:13][C:14]([CH:18]=[C:19]4[C:27]5[C:22](=[CH:23][CH:24]=[CH:25][CH:26]=5)[NH:21][C:20]4=[O:28])=[CH:15][CH:16]=3)[N:11](COCC[Si](C)(C)C)[N:10]=2)=[CH:3][CH:2]=1.CCCC[N+](CCCC)(CCCC)CCCC.[F-]. The catalyst is C1COCC1. The product is [N:1]1[CH:6]=[CH:5][C:4]([CH2:7][CH2:8][C:9]2[C:17]3[C:12](=[CH:13][C:14]([CH:18]=[C:19]4[C:27]5[C:22](=[CH:23][CH:24]=[CH:25][CH:26]=5)[NH:21][C:20]4=[O:28])=[CH:15][CH:16]=3)[NH:11][N:10]=2)=[CH:3][CH:2]=1. The yield is 0.270. (3) The reactants are FC(F)(F)S(O)(=O)=O.[Cl:9][C:10]1[CH:16]=[CH:15][C:13]([OH:14])=[CH:12][C:11]=1[OH:17].[Cl:18][CH2:19][CH2:20][C:21](O)=[O:22]. The catalyst is O. The product is [Cl:18][CH2:19][CH2:20][C:21]([C:15]1[CH:16]=[C:10]([Cl:9])[C:11]([OH:17])=[CH:12][C:13]=1[OH:14])=[O:22]. The yield is 0.984. (4) The reactants are C[Mg]Br.[Br:4][C:5]1[CH:6]=[C:7]2[N:15]([CH3:16])[CH:14]=[CH:13][C:8]2=[N:9][C:10]=1[C:11]#[N:12].[BH4-].[Na+].[C:19](O[C:19]([O:21][C:22]([CH3:25])([CH3:24])[CH3:23])=[O:20])([O:21][C:22]([CH3:25])([CH3:24])[CH3:23])=[O:20].[CH2:34](N(C(C)C)C(C)C)C. The catalyst is CCOC(C)=O.C([O-])(O)=O.[Na+].C1COCC1. The product is [Br:4][C:5]1[CH:6]=[C:7]2[N:15]([CH3:16])[CH:14]=[CH:13][C:8]2=[N:9][C:10]=1[CH:11]([NH:12][C:19](=[O:20])[O:21][C:22]([CH3:25])([CH3:24])[CH3:23])[CH3:34]. The yield is 0.680. (5) The reactants are [OH:1][C@H:2]1[CH2:6][NH:5][C@H:4]([C:7]([NH:9][CH2:10][C:11]2[CH:16]=[CH:15][C:14]([C:17]3[S:21][CH:20]=[N:19][CH:18]=3)=[CH:13][CH:12]=2)=[O:8])[CH2:3]1.[C:22]([CH2:24][C:25]1[CH:33]=[CH:32][CH:31]=[CH:30][C:26]=1[C:27](O)=[O:28])#[N:23].[CH3:34]CN(C(C)C)C(C)C.CN(C(ON1N=NC2C=CC=NC1=2)=[N+](C)C)C.F[P-](F)(F)(F)(F)F. The catalyst is CN(C=O)C. The product is [C:22]([CH2:24][C:25]1[CH:33]=[CH:32][CH:31]=[CH:30][C:26]=1[C:27]([N:5]1[CH2:6][C@H:2]([OH:1])[CH2:3][C@H:4]1[C:7]([NH:9][CH2:10][C:11]1[CH:12]=[CH:13][C:14]([C:17]2[S:21][CH:20]=[N:19][C:18]=2[CH3:34])=[CH:15][CH:16]=1)=[O:8])=[O:28])#[N:23]. The yield is 0.410. (6) The reactants are [Br:1][C:2]1[CH:7]=[C:6]([C:8]([CH3:11])([CH3:10])[CH3:9])[CH:5]=[CH:4][C:3]=1[NH2:12].[N+:13]([O-])([O-:15])=[O:14].[K+]. The catalyst is OS(O)(=O)=O. The product is [Br:1][C:2]1[CH:7]=[C:6]([C:8]([CH3:9])([CH3:11])[CH3:10])[C:5]([N+:13]([O-:15])=[O:14])=[CH:4][C:3]=1[NH2:12]. The yield is 0.780. (7) The reactants are [CH2:1]([C:8]1[N:9]([CH2:20][CH2:21][CH:22]2[CH2:26][CH2:25][CH2:24][N:23]2[CH3:27])[C:10]2[C:15]([CH:16]=1)=[CH:14][CH:13]=[C:12]([N+:17]([O-])=O)[CH:11]=2)[C:2]1[CH:7]=[CH:6][CH:5]=[CH:4][CH:3]=1.I.CS[C:31]([C:33]1[S:34][CH:35]=[CH:36][CH:37]=1)=[NH:32]. The catalyst is C(O)C.[Pd]. The product is [CH2:1]([C:8]1[N:9]([CH2:20][CH2:21][CH:22]2[CH2:26][CH2:25][CH2:24][N:23]2[CH3:27])[C:10]2[C:15]([CH:16]=1)=[CH:14][CH:13]=[C:12]([NH:17][C:31]([C:33]1[S:34][CH:35]=[CH:36][CH:37]=1)=[NH:32])[CH:11]=2)[C:2]1[CH:7]=[CH:6][CH:5]=[CH:4][CH:3]=1. The yield is 0.780. (8) The reactants are [Cl:1][C:2]1[CH:3]=[C:4]([N:9]2[C:13](=[O:14])[O:12][N:11]=[C:10]2[C:15]2[N:16]=[N:17][S:18][C:19]=2[CH2:20][OH:21])[CH:5]=[CH:6][C:7]=1[F:8].[CH3:22][S:23](Cl)(=[O:25])=[O:24]. The catalyst is C(Cl)Cl. The product is [CH3:22][S:23]([O:21][CH2:20][C:19]1[S:18][N:17]=[N:16][C:15]=1[C:10]1[N:9]([C:4]2[CH:5]=[CH:6][C:7]([F:8])=[C:2]([Cl:1])[CH:3]=2)[C:13](=[O:14])[O:12][N:11]=1)(=[O:25])=[O:24]. The yield is 0.650. (9) The reactants are [C:1]1([C:7]2[CH:12]=[CH:11][CH2:10][CH2:9][C:8]=2[C:13]([O:15][CH2:16][CH3:17])=[O:14])[CH:6]=[CH:5][CH:4]=[CH:3][CH:2]=1. The catalyst is C(O)(=O)C.O.[Pd]. The product is [C:1]1([C:7]2[CH:12]=[CH:11][CH:10]=[CH:9][C:8]=2[C:13]([O:15][CH2:16][CH3:17])=[O:14])[CH:2]=[CH:3][CH:4]=[CH:5][CH:6]=1. The yield is 0.800.